This data is from Human Reference Interactome with 51,813 positive PPI pairs across 8,248 proteins, plus equal number of experimentally-validated negative pairs. The task is: Binary Classification. Given two protein amino acid sequences, predict whether they physically interact or not. (1) Protein 1 (ENSG00000164109) has sequence MALQLSREQGITLRGSAEIVAEFFSFGINSILYQRGIYPSETFTRVQKYGLTLLVTTDLELIKYLNNVVEQLKVHPEKSLRKLSRMKSVQ*MALQLSREQGITLRGSAEIVAEFFSFGINSILYQRGIYPSETFTRVQKYGLTLLVTTDLELIKYLNNVVEQLKDWLYKCSVQKLVVVISNIESGEVLERWQFDIECDKTAKDDSAPREKSQKAIQDEIRSVIRQITATVTFLPLLEVSCSFDLLIYTDKDLVVPEKWEESGPQFITNSEEVRLRSFTTTIHKVNSMVAYKIPVND*MAL.... Protein 2 (ENSG00000164330) has sequence MFGIQESIQRSGSSMKEEPLGSGMNAVRTWMQGAGVLDANTAAQSGVGLARAHFEKQPPSNLRKSNFFHFVLALYDRQGQPVEIERTAFVGFVEKEKEANSEKTNNGIHYRLQLLYSNGIRTEQDFYVRLIDSMTKQAIVYEGQDKNPEMCRVLLTHEIMCSRCCDKKSCGNRNETPSDPVIIDRFFLKFFLKCNQNCLKNAGNPRDMRRFQVVVSTTVNVDGHVLAVSDNMFVHNNSKHGRRARRLDPSEGTPSYLEHATPCIKAISPSEGWTTGGATVIIIGDNFFDGLQVIFGTMLV.... Result: 0 (the proteins do not interact). (2) Protein 1 (ENSG00000197774) has sequence XSRQHVSRGTQQPESPKVAGAEVAVSWPEVEEALVLLQLWANLDVLLVASWQELSRHVCAVTKALAQYPLKQYRESQAFSFCTAGRWAAGEPVARDGAGLQAAWRRQIRQFSRVSPAVADAVVTAFPSPRLLQQALEACSTERERMGLLADLPVPPSEGGRPRRVGPDLSRRICLFLTTANPDLLLDLGS*MARVGPGRAGVSCQGRGRGRGGSGQRRPPTWEISDSDAEDSAGSEAAARARDPAGERRAAAEALRLLRPEQVLKRLAVCVDTAILEDAGADVLMEALEALGCECRIEPQ.... Protein 2 (ENSG00000111261) has sequence MFFGGEGSLTYTLGIRGNEPVYTSTQEDCINSCCSTKNISGDKACNLMIFDTRKTARQPNCYLFFCPNEEACPLKPAKGLMSYRIITDFPSLTRNLPSQELPQEDSLLHGQFSQAVTPLAHHHTDYSKPTDISWRDTLSQKFGSSDHLEKLFKMDEASAQLLAYKEKGHSQSSQFSSDQEIAHLLPENVSALPATVAVASPHTTSATPKPATLLPTNASVTPSGTSQPQLATTAPPVTTVTSQPPTTLISTVFTRAAATLQAMATTAVLTTTFQAPTDSKGSLETIPFTEISNLTLNTGN.... Result: 0 (the proteins do not interact). (3) Protein 1 (ENSG00000136280) has sequence MEEEGKKGKKPGIVSPFKRVFLKGEKSRDKKAHEKVTERRPLHTVVLSLPERVEPDRLLSDYIEKEVKYLGQLTSIPGYLNPSSRTEILHFIDNAKRAHQLPGHLTQEHDAVLSLSAYNVKLAWRDGEDIILRVPIHDIAAVSYVRDDAAHLVVLKTAQDPGISPSQSLCAESSRGLSAGSLSESAVGPVEACCLVILAAESKVAAEELCCLLGQVFQVVYTESTIDFLDRAIFDGASTPTHHLSLHSDDSSTKVDIKETYEVEASTFCFPESVDVGGASPHSKTISESELSASATELLQ.... Protein 2 (ENSG00000069956) has sequence MAEKFESLMNIHGFDLGSRYMDLKPLGCGGNGLVFSAVDNDCDKRVAIKKIVLTDPQSVKHALREIKIIRRLDHDNIVKVFEILGPSGSQLTDDVGSLTELNSVYIVQEYMETDLANVLEQGPLLEEHARLFMYQLLRGLKYIHSANVLHRDLKPANLFINTEDLVLKIGDFGLARIMDPHYSHKGHLSEGLVTKWYRSPRLLLSPNNYTKAIDMWAAGCIFAEMLTGKTLFAGAHELEQMQLILESIPVVHEEDRQELLSVIPVYIRNDMTEPHKPLTQLLPGISREALDFLEQILTFS.... Result: 0 (the proteins do not interact). (4) Protein 1 (ENSG00000146457) has sequence MTNEEPLPKKVRLSETDFKVMARDELILRWKQYEAYVQALEGKYTDLNSNDVTGLRESEEKLKQQQQESARRENILVMRLATKEQEMQECTTQIQYLKQVQQPSVAQLRSTMVDPAINLFFLKMKGELEQTKDKLEQAQNELSAWKFTPDR*MTNEEPLPKKVRLSETDFKVMARDELILRWKQYEAYVQALEGKYTDLNSNDVTGLRESEEKLKQQQQESARRENILVMRLATKEQEMQECTTQIQYLKQVQQPSVAQLRSTMVDPAINLFFLKMKGELEQTKDKLEQAQNELSAWKFT.... Protein 2 (ENSG00000196793) has sequence MASTITGSQDCIVNHRGEVDGEPELDISPCQQWGEASSPISRNRDSVMTLQSGCFENIESETYLPLKVSSQIDTQDSSVKFCKNEPQDHQESRRLFVMEESTERKVIKGESCSENLQVKLVSDGQELASPLLNGEATCQNGQLKESLDPIDCNCKDIHGWKSQVVSCSQQRAHTEEKPCDHNNCGKILNTSPDGHPYEKIHTAEKQYECSQCGKNFSQSSELLLHQRDHTEEKPYKCEQCGKGFTRSSSLLIHQAVHTDEKPYKCDKCGKGFTRSSSLLIHHAVHTGEKPYKCDKCGKGF.... Result: 1 (the proteins interact). (5) Protein 1 (ENSG00000185305) has sequence MSDLRITEAFLYMDYLCFRALCCKGPPPARPEYDLVCIGLTGSGKTSLLSKLCSESPDNVVSTTGFSIKAVPFQNAILNVKELGGADNIRKYWSRYYQGSQGVIFVLDSASSEDDLEAARNELHSALQHPQLCTLPFLILANHQDKPAARSVQEIKKYFELEPLARGKRWILQPCSLDDMDALKDSFSQLINLLEEKDHEAVRM*MDALKDSFSQLINLLEEKDHEAVRM*MSDLRITEAFLYMDYLCFRALCCKGPPPARPEYDLVCIGLTGSGKTSLLSKLCSESPDNVVSTTGFSIK.... Protein 2 (ENSG00000153823) has sequence MFSLPLSLPLCEDTAFLPSKCCSSHKTIKQARTLIMIFLASGTHFQTMLKSKLNVLTLKKEPLPAVIFHEPEAIELCTTTPLMKTRTHSGCKVTYLGKVSTTGMQFLSGCTEKPVIELWKKHTLAREDVFPANALLEIRPFQVWLHHLDHKGEATVHMDTFQVARIAYCTADHNVSPNIFAWVYREINDDLSYQMDCHAVECESKLEAKKLAHAMMEAFRKTFHSMKSDGRIHSNSSSEEVSQELESDDG*MWQPATERLQHFQTMLKSKLNVLTLKKEPLPAVIFHEPEAIELCTTTPL.... Result: 0 (the proteins do not interact).